Dataset: Full USPTO retrosynthesis dataset with 1.9M reactions from patents (1976-2016). Task: Predict the reactants needed to synthesize the given product. (1) Given the product [C:17]([O:16][C:14]([NH:13][C@H:12]([C:21]([N:77]1[CH2:78][CH2:79][CH:74]([N:65]2[N:64]=[C:63]([C:57]3[CH:58]=[CH:59][C:60]([O:61][CH3:62])=[C:55]([O:54][CH3:53])[CH:56]=3)[C@@H:72]3[C@@H:67]([CH2:68][CH2:69][CH2:70][CH2:71]3)[C:66]2=[O:73])[CH2:75][CH2:76]1)=[O:23])[CH2:11][CH2:10][C:9]([O:8][CH2:1][C:2]1[CH:3]=[CH:4][CH:5]=[CH:6][CH:7]=1)=[O:24])=[O:15])([CH3:18])([CH3:19])[CH3:20], predict the reactants needed to synthesize it. The reactants are: [CH2:1]([O:8][C:9](=[O:24])[CH2:10][CH2:11][C@@H:12]([C:21]([OH:23])=O)[NH:13][C:14]([O:16][C:17]([CH3:20])([CH3:19])[CH3:18])=[O:15])[C:2]1[CH:7]=[CH:6][CH:5]=[CH:4][CH:3]=1.CCOC(C(C#N)=NOC(N1CCOCC1)=[N+](C)C)=O.F[P-](F)(F)(F)(F)F.Cl.[CH3:53][O:54][C:55]1[CH:56]=[C:57]([C:63]2[C@@H:72]3[C@@H:67]([CH2:68][CH2:69][CH2:70][CH2:71]3)[C:66](=[O:73])[N:65]([CH:74]3[CH2:79][CH2:78][NH:77][CH2:76][CH2:75]3)[N:64]=2)[CH:58]=[CH:59][C:60]=1[O:61][CH3:62].CCN(C(C)C)C(C)C.C(=O)(O)[O-].[Na+]. (2) Given the product [CH3:47][CH:46]([O:45][C:40]([O:41][CH:42]([O:27][C:26]([C:5]1[N:6]2[C:9]([C@@H:8]([NH:11][C:12](/[C:14](/[C:18]3[N:22]=[C:21]([NH2:23])[S:20][CH:19]=3)=[N:15]\[O:16][CH3:17])=[O:13])[C@H:7]2[S:24][CH2:25][C:4]=1[CH2:3][O:2][CH3:1])=[O:10])=[O:28])[CH3:43])=[O:49])[CH3:48], predict the reactants needed to synthesize it. The reactants are: [CH3:1][O:2][CH2:3][C:4]1[CH2:25][S:24][C@@H:7]2[C@H:8]([NH:11][C:12](/[C:14](/[C:18]3[N:22]=[C:21]([NH2:23])[S:20][CH:19]=3)=[N:15]\[O:16][CH3:17])=[O:13])[C:9](=[O:10])[N:6]2[C:5]=1[C:26]([OH:28])=[O:27].N12CCCN=C1CCCCC2.[C:40](=[O:49])([O:45][CH:46]([CH3:48])[CH3:47])[O:41][CH:42](I)[CH3:43]. (3) Given the product [N+:44]([C:25]1[CH:26]=[C:27]([C:29]([F:34])([F:35])[C:30]([F:33])([F:32])[F:31])[CH:28]=[CH:23][C:24]=1[O:36][CH3:37])([O-:45])=[O:43], predict the reactants needed to synthesize it. The reactants are: NC1N=C(OC2C3C(=CC=CC=3)C(NC(N[C:23]3[CH:28]=[C:27]([C:29]([F:35])([F:34])[C:30]([F:33])([F:32])[F:31])[CH:26]=[CH:25][C:24]=3[O:36][CH3:37])=O)=CC=2)C=CN=1.F[B-](F)(F)F.[O:43]=[N+:44]=[O:45]. (4) Given the product [CH3:21][C:16]1[CH:15]=[C:14]([CH:19]=[CH:18][C:17]=1[CH3:20])[C:13]([C:4]1[C:3](=[O:23])[C:8]2[C:7](=[CH:12][CH:11]=[N:10][CH:9]=2)[NH:6][CH:5]=1)=[O:22], predict the reactants needed to synthesize it. The reactants are: CO[C:3](=[O:23])[C:4]([C:13](=[O:22])[C:14]1[CH:19]=[CH:18][C:17]([CH3:20])=[C:16]([CH3:21])[CH:15]=1)=[CH:5][NH:6][C:7]1[CH:12]=[CH:11][N:10]=[CH:9][CH:8]=1. (5) Given the product [CH:20]1([CH2:25][CH2:26][C:27]2[O:17][N:16]=[C:14]([C:11]3[CH:10]=[CH:9][C:8]([C@@H:6]([NH2:5])[CH3:7])=[CH:13][CH:12]=3)[N:15]=2)[CH2:24][CH2:23][CH2:22][CH2:21]1, predict the reactants needed to synthesize it. The reactants are: FC(F)(F)C([NH:5][C@H:6]([C:8]1[CH:13]=[CH:12][C:11]([C:14](=[N:16][OH:17])[NH2:15])=[CH:10][CH:9]=1)[CH3:7])=O.[CH:20]1([CH2:25][CH2:26][C:27](Cl)=O)[CH2:24][CH2:23][CH2:22][CH2:21]1.O.O.[OH-].[Li+]. (6) Given the product [CH:15]([N:12]1[CH2:11][CH2:10][N:9]([CH2:8][C:5]2[N:6]=[CH:7][C:2]([C:24]3[CH:25]=[CH:26][C:21]([C:19]#[N:20])=[CH:22][CH:23]=3)=[CH:3][CH:4]=2)[CH2:14][CH2:13]1)([CH3:16])[CH3:18], predict the reactants needed to synthesize it. The reactants are: Br[C:2]1[CH:3]=[CH:4][C:5]([CH2:8][N:9]2[CH2:14][CH2:13][N:12]([CH:15]3[CH2:18]C[CH2:16]3)[CH2:11][CH2:10]2)=[N:6][CH:7]=1.[C:19]([C:21]1[CH:26]=[CH:25][C:24](B(O)O)=[CH:23][CH:22]=1)#[N:20]. (7) Given the product [C:15]([O:19][C:20]([N:22]1[CH2:23][CH2:24][N:25]([C:28]2[NH:32][C:4]([C:6]3[CH:11]=[CH:10][N:9]=[C:8]([Cl:12])[CH:7]=3)=[C:3]([CH3:13])[C:29]=2[C:30]#[N:31])[CH2:26][CH2:27]1)=[O:21])([CH3:18])([CH3:16])[CH3:17], predict the reactants needed to synthesize it. The reactants are: Br.Br[CH:3]([CH3:13])[C:4]([C:6]1[CH:11]=[CH:10][N:9]=[C:8]([Cl:12])[CH:7]=1)=O.Cl.[C:15]([O:19][C:20]([N:22]1[CH2:27][CH2:26][N:25]([C:28]([NH2:32])=[CH:29][C:30]#[N:31])[CH2:24][CH2:23]1)=[O:21])([CH3:18])([CH3:17])[CH3:16]. (8) Given the product [F:16][C:17]1[C:25]([O:26][CH2:2][C:3]2[N:4]=[C:5]([C:8]3[CH:13]=[CH:12][C:11]([O:14][CH3:15])=[CH:10][CH:9]=3)[O:6][CH:7]=2)=[CH:24][CH:23]=[C:22]([F:27])[C:18]=1[C:19]([NH2:21])=[O:20], predict the reactants needed to synthesize it. The reactants are: Cl[CH2:2][C:3]1[N:4]=[C:5]([C:8]2[CH:13]=[CH:12][C:11]([O:14][CH3:15])=[CH:10][CH:9]=2)[O:6][CH:7]=1.[F:16][C:17]1[C:25]([OH:26])=[CH:24][CH:23]=[C:22]([F:27])[C:18]=1[C:19]([NH2:21])=[O:20].C(=O)([O-])[O-].[K+].[K+]. (9) Given the product [ClH:31].[ClH:31].[CH3:1][C:2]1[C:3]([N:9]2[CH2:10][CH2:11][N:12]([C:15]([C:17]3[CH:18]=[N:19][C:20]([N:24]4[CH2:28][CH2:27][CH2:26][S:25]4(=[O:29])=[O:30])=[CH:21][C:22]=3[CH3:23])=[O:16])[CH2:13][CH2:14]2)=[N:4][CH:5]=[C:6]([CH3:8])[CH:7]=1, predict the reactants needed to synthesize it. The reactants are: [CH3:1][C:2]1[C:3]([N:9]2[CH2:14][CH2:13][N:12]([C:15]([C:17]3[CH:18]=[N:19][C:20]([N:24]4[CH2:28][CH2:27][CH2:26][S:25]4(=[O:30])=[O:29])=[CH:21][C:22]=3[CH3:23])=[O:16])[CH2:11][CH2:10]2)=[N:4][CH:5]=[C:6]([CH3:8])[CH:7]=1.[ClH:31].C(OCC)C. (10) Given the product [CH3:1][O:2][C:3]1[CH:4]=[CH:5][C:6]([CH2:7][O:8][C:9]2[N:14]=[C:13]([C:15]3[CH:28]=[CH:27][CH:26]=[C:25]4[C:16]=3[S:17][C:18]3[CH:19]=[CH:20][C:21]([NH:29][CH:45]([CH:42]5[CH2:43][CH2:44][N:39]([CH3:38])[CH2:40][CH2:41]5)[C:47]5[CH:52]=[CH:51][C:50]([CH3:53])=[CH:49][N:48]=5)=[CH:22][C:23]=3[S:24]4)[CH:12]=[C:11]([N:30]3[CH2:31][CH2:32][O:33][CH2:34][CH2:35]3)[CH:10]=2)=[CH:36][CH:37]=1, predict the reactants needed to synthesize it. The reactants are: [CH3:1][O:2][C:3]1[CH:37]=[CH:36][C:6]([CH2:7][O:8][C:9]2[N:14]=[C:13]([C:15]3[CH:28]=[CH:27][CH:26]=[C:25]4[C:16]=3[S:17][C:18]3[CH:19]=[CH:20][C:21]([NH2:29])=[CH:22][C:23]=3[S:24]4)[CH:12]=[C:11]([N:30]3[CH2:35][CH2:34][O:33][CH2:32][CH2:31]3)[CH:10]=2)=[CH:5][CH:4]=1.[CH3:38][N:39]1[CH2:44][CH2:43][CH:42]([C:45]([C:47]2[CH:52]=[CH:51][C:50]([CH3:53])=[CH:49][N:48]=2)=O)[CH2:41][CH2:40]1.[BH4-].[Na+].[Cl-].[Na+].